From a dataset of Full USPTO retrosynthesis dataset with 1.9M reactions from patents (1976-2016). Predict the reactants needed to synthesize the given product. Given the product [F:25][C:23]1[CH:22]=[CH:21][C:19]2[N:20]=[C:16]([NH:1][C@H:2]3[CH2:6][CH2:5][CH2:4][C@@H:3]3[NH:7][C:8](=[O:14])[O:9][C:10]([CH3:11])([CH3:13])[CH3:12])[S:17][C:18]=2[CH:24]=1, predict the reactants needed to synthesize it. The reactants are: [NH2:1][C@H:2]1[CH2:6][CH2:5][CH2:4][C@@H:3]1[NH:7][C:8](=[O:14])[O:9][C:10]([CH3:13])([CH3:12])[CH3:11].Cl[C:16]1[S:17][C:18]2[CH:24]=[C:23]([F:25])[CH:22]=[CH:21][C:19]=2[N:20]=1.CCN(C(C)C)C(C)C.